Task: Predict the reaction yield, written as a fraction of the theoretical maximum amount of product (1.0 means a 100% yield; for example, 0.34 means a 34% yield).. Dataset: Reaction yield outcomes from USPTO patents with 853,638 reactions (1) The reactants are [Br:1][C:2]1[CH:3]=[CH:4][C:5]([OH:10])=[C:6]([CH:9]=1)[C:7]#[N:8].CN(C=O)C.C(=O)([O-])[O-].[K+].[K+].[CH2:22](I)[CH3:23]. The catalyst is O. The product is [Br:1][C:2]1[CH:3]=[CH:4][C:5]([O:10][CH2:22][CH3:23])=[C:6]([CH:9]=1)[C:7]#[N:8]. The yield is 0.900. (2) The reactants are [O:1]1[CH2:5][CH2:4][O:3][C:2]1=O.[Br:7][C:8]1[CH:9]=C(O)[CH:11]=[N:12][CH:13]=1.C(=O)([O-])[O-].[K+].[K+]. The catalyst is CN(C)C=O. The product is [Br:7][C:8]1[CH:9]=[C:2]([O:1][CH2:5][CH2:4][OH:3])[CH:11]=[N:12][CH:13]=1. The yield is 0.480. (3) The reactants are [CH2:1]([O:8][C:9]1[CH:18]=[CH:17][C:16]2[C:11](=[CH:12][CH:13]=[C:14]([C:19]([N+:23]([O-])=O)([CH3:22])[CH2:20][OH:21])[CH:15]=2)[N:10]=1)[CH2:2][CH2:3][CH2:4][CH2:5][CH2:6][CH3:7].C(=O)([O-])[O-].[Na+].[Na+]. The catalyst is C(O)(=O)C.[Zn]. The product is [NH2:23][C:19]([C:14]1[CH:15]=[C:16]2[C:11](=[CH:12][CH:13]=1)[N:10]=[C:9]([O:8][CH2:1][CH2:2][CH2:3][CH2:4][CH2:5][CH2:6][CH3:7])[CH:18]=[CH:17]2)([CH3:22])[CH2:20][OH:21]. The yield is 0.270. (4) The reactants are CC1(C)[O:7][C@@H:6]2[C@H:8]3[O:13][C:12]([CH3:15])([CH3:14])[O:11][C@H:9]3[O:10][C@@H:5]2[CH2:4][O:3]1.O=C[C@@H]([C@H]([C@@H](CO)O)O)O. The catalyst is OS(O)(=O)=O. The product is [CH3:14][C:12]1([CH3:15])[O:11][C@@H:9]2[C@@H:8]([C@@H:6]([OH:7])[C@@H:5]([CH2:4][OH:3])[O:10]2)[O:13]1. The yield is 0.685. (5) The reactants are [H-].[H-].[H-].[H-].[Li+].[Al+3].C(OC(C1NC2C(C=1)=C([N+]([O-])=O)C=CC=2)=O)C.C(O[C:27]([C:29]1[NH:30][C:31]2[C:36]([CH:37]=1)=[CH:35][CH:34]=[C:33]([N+:38]([O-])=O)[CH:32]=2)=O)C.[OH-].[Na+]. The catalyst is C1COCC1.O. The product is [CH3:27][C:29]1[NH:30][C:31]2[C:36]([CH:37]=1)=[CH:35][CH:34]=[C:33]([NH2:38])[CH:32]=2. The yield is 0.0800. (6) The yield is 0.430. The reactants are CS(OC[C@H:7]1[CH2:12][CH2:11][C@H:10]([NH:13][C:14]2[C:23]3[C:18](=[CH:19][CH:20]=[C:21]([Br:24])[CH:22]=3)[N:17]=[CH:16][C:15]=2[C:25]([CH:27]2[CH2:29][CH2:28]2)=[O:26])[CH2:9][CH2:8]1)(=O)=O.[CH3:30][NH:31][CH2:32][CH2:33][OH:34].[CH:35](N(CC)C(C)C)(C)C. The product is [Br:24][C:21]1[CH:22]=[C:23]2[C:18](=[CH:19][CH:20]=1)[N:17]=[CH:16][C:15]([C:25]([CH:27]1[CH2:29][CH2:28]1)=[O:26])=[C:14]2[NH:13][C@H:10]1[CH2:9][CH2:8][C@H:7]([CH2:30][N:31]([CH2:32][CH2:33][OH:34])[CH3:35])[CH2:12][CH2:11]1. The catalyst is C(#N)C.C([O-])(O)=O.[Na+]. (7) The reactants are [CH2:1]([O:3][C:4]([C:6]1[NH:7][N:8]=[C:9]([C:11]2[S:15][C:14]([C:16]3[CH:21]=[CH:20][CH:19]=[CH:18][CH:17]=3)=[N:13][C:12]=2[CH2:22]OC)[CH:10]=1)=[O:5])[CH3:2].B(Br)(Br)[Br:26]. The catalyst is C(Cl)Cl. The product is [CH2:1]([O:3][C:4]([C:6]1[NH:7][N:8]=[C:9]([C:11]2[S:15][C:14]([C:16]3[CH:21]=[CH:20][CH:19]=[CH:18][CH:17]=3)=[N:13][C:12]=2[CH2:22][Br:26])[CH:10]=1)=[O:5])[CH3:2]. The yield is 0.360.